From a dataset of Full USPTO retrosynthesis dataset with 1.9M reactions from patents (1976-2016). Predict the reactants needed to synthesize the given product. (1) The reactants are: F[C:2]1[CH:9]=[CH:8][CH:7]=[CH:6][C:3]=1[C:4]#[N:5].[Br:10][C:11]1[CH:16]=[CH:15][C:14]([OH:17])=[CH:13][CH:12]=1.C(=O)([O-])[O-].[K+].[K+]. Given the product [Br:10][C:11]1[CH:16]=[CH:15][C:14]([O:17][C:2]2[CH:9]=[CH:8][CH:7]=[CH:6][C:3]=2[C:4]#[N:5])=[CH:13][CH:12]=1, predict the reactants needed to synthesize it. (2) Given the product [C:1]([C:5]1[CH:10]=[C:9]([NH:11][S:12]([CH3:15])(=[O:14])=[O:13])[C:8]([O:16][CH3:17])=[C:7]([NH:18][C:19](=[O:20])[NH:21][C:22]2[C:31]3[C:26](=[CH:27][CH:28]=[CH:29][CH:30]=3)[C:25]([O:32][C:33]3[CH:38]=[CH:37][N:36]=[C:35]([NH:40][C:41]4[CH:42]=[C:43]([CH:62]=[C:63]([O:65][CH3:66])[CH:64]=4)[C:44]([NH:46][CH2:47][CH2:48][O:49][CH2:50][CH2:51][O:52][CH2:53][CH2:54][C:55]([O:57][C:58]([CH3:59])([CH3:60])[CH3:61])=[O:56])=[O:45])[N:34]=3)=[CH:24][CH:23]=2)[CH:6]=1)([CH3:4])([CH3:3])[CH3:2], predict the reactants needed to synthesize it. The reactants are: [C:1]([C:5]1[CH:6]=[C:7]([NH:18][C:19]([NH:21][C:22]2[C:31]3[C:26](=[CH:27][CH:28]=[CH:29][CH:30]=3)[C:25]([O:32][C:33]3[CH:38]=[CH:37][N:36]=[C:35](Cl)[N:34]=3)=[CH:24][CH:23]=2)=[O:20])[C:8]([O:16][CH3:17])=[C:9]([NH:11][S:12]([CH3:15])(=[O:14])=[O:13])[CH:10]=1)([CH3:4])([CH3:3])[CH3:2].[NH2:40][C:41]1[CH:42]=[C:43]([CH:62]=[C:63]([O:65][CH3:66])[CH:64]=1)[C:44]([NH:46][CH2:47][CH2:48][O:49][CH2:50][CH2:51][O:52][CH2:53][CH2:54][C:55]([O:57][C:58]([CH3:61])([CH3:60])[CH3:59])=[O:56])=[O:45].CC1C=CC(S(O)(=O)=O)=CC=1. (3) Given the product [CH3:9][O:8][C:5]1[N:6]=[N:7][C:2]([C:18]2[CH:19]=[C:20]([CH:22]=[CH:23][C:17]=2[CH3:16])[NH2:21])=[CH:3][C:4]=1[N:10]1[CH2:15][CH2:14][O:13][CH2:12][CH2:11]1, predict the reactants needed to synthesize it. The reactants are: Cl[C:2]1[N:7]=[N:6][C:5]([O:8][CH3:9])=[C:4]([N:10]2[CH2:15][CH2:14][O:13][CH2:12][CH2:11]2)[CH:3]=1.[CH3:16][C:17]1[CH:23]=[CH:22][C:20]([NH2:21])=[CH:19][C:18]=1B1OC(C)(C)C(C)(C)O1.C([O-])([O-])=O.[Na+].[Na+].C(Cl)Cl. (4) The reactants are: Br[C:2]1[S:6][C:5]([N:7]2[CH2:12][CH2:11][C:10]([CH2:18][CH2:19][O:20][C:21]3[CH:22]=[C:23]([CH2:28][C:29]([OH:31])=[O:30])[CH:24]=[C:25]([Cl:27])[CH:26]=3)([N:13]3[CH2:17][CH2:16][CH2:15][CH2:14]3)[CH2:9][CH2:8]2)=[N:4][CH:3]=1.[F:32][C:33]1[CH:34]=[C:35](B(O)O)[CH:36]=[CH:37][CH:38]=1.C(=O)([O-])[O-].[Na+].[Na+]. Given the product [Cl:27][C:25]1[CH:24]=[C:23]([CH2:28][C:29]([OH:31])=[O:30])[CH:22]=[C:21]([O:20][CH2:19][CH2:18][C:10]2([N:13]3[CH2:17][CH2:16][CH2:15][CH2:14]3)[CH2:11][CH2:12][N:7]([C:5]3[S:6][C:2]([C:37]4[CH:36]=[CH:35][CH:34]=[C:33]([F:32])[CH:38]=4)=[CH:3][N:4]=3)[CH2:8][CH2:9]2)[CH:26]=1, predict the reactants needed to synthesize it. (5) Given the product [CH3:1][N:2]([CH2:4][CH2:5][C:6]1[C:10]2[CH:11]=[C:12]([CH2:15][S:16]([N:19]3[CH2:23][CH2:22][CH2:21][CH2:20]3)(=[O:18])=[O:17])[CH:13]=[CH:14][C:9]=2[NH:8][CH:7]=1)[CH3:3].[C:24]([O-:29])(=[O:28])[C:25]([O-:27])=[O:26], predict the reactants needed to synthesize it. The reactants are: [CH3:1][N:2]([CH2:4][CH2:5][C:6]1[C:10]2[CH:11]=[C:12]([CH2:15][S:16]([N:19]3[CH2:23][CH2:22][CH2:21][CH2:20]3)(=[O:18])=[O:17])[CH:13]=[CH:14][C:9]=2[NH:8][CH:7]=1)[CH3:3].[C:24]([OH:29])(=[O:28])[C:25]([OH:27])=[O:26]. (6) Given the product [O:4]1[C:8]2=[C:9]([N:13]3[CH2:18][CH2:17][N:16]([CH2:19][CH2:20][C@H:21]4[CH2:26][CH2:25][C@H:24]([NH:27][C:33]([CH:29]5[CH2:30][CH2:31][CH2:32][O:28]5)=[O:34])[CH2:23][CH2:22]4)[CH2:15][CH2:14]3)[N:10]=[CH:11][CH:12]=[C:7]2[CH2:6][CH2:5]1, predict the reactants needed to synthesize it. The reactants are: Cl.Cl.Cl.[O:4]1[C:8]2=[C:9]([N:13]3[CH2:18][CH2:17][N:16]([CH2:19][CH2:20][C@H:21]4[CH2:26][CH2:25][C@H:24]([NH2:27])[CH2:23][CH2:22]4)[CH2:15][CH2:14]3)[N:10]=[CH:11][CH:12]=[C:7]2[CH2:6][CH2:5]1.[O:28]1[CH2:32][CH2:31][CH2:30][CH:29]1[C:33](O)=[O:34]. (7) Given the product [CH3:8][N:5]1[CH2:4][CH2:3][C:2]([CH2:9][C:10]([O:12][CH2:13][CH3:14])=[O:11])([NH:1][S:30](=[O:31])(=[O:32])[NH:29][C:26]2[CH:25]=[CH:24][C:23]([CH2:15][CH2:16][CH2:17][CH2:18][CH2:19][CH2:20][CH2:21][CH3:22])=[CH:28][CH:27]=2)[CH2:7][CH2:6]1, predict the reactants needed to synthesize it. The reactants are: [NH2:1][C:2]1([CH2:9][C:10]([O:12][CH2:13][CH3:14])=[O:11])[CH2:7][CH2:6][N:5]([CH3:8])[CH2:4][CH2:3]1.[CH2:15]([C:23]1[CH:28]=[CH:27][C:26]([NH:29][S:30](NC(=O)OCCCl)(=[O:32])=[O:31])=[CH:25][CH:24]=1)[CH2:16][CH2:17][CH2:18][CH2:19][CH2:20][CH2:21][CH3:22]. (8) The reactants are: [O:1]=[C:2]1[C:7]([CH:8]=[O:9])=[CH:6][CH:5]=[CH:4][NH:3]1.[F:10][C:11]([F:23])([F:22])[O:12][C:13]1[CH:18]=[CH:17][C:16](B(O)O)=[CH:15][CH:14]=1.CCN(CC)CC. Given the product [O:1]=[C:2]1[C:7]([CH:8]=[O:9])=[CH:6][CH:5]=[CH:4][N:3]1[C:16]1[CH:15]=[CH:14][C:13]([O:12][C:11]([F:10])([F:22])[F:23])=[CH:18][CH:17]=1, predict the reactants needed to synthesize it. (9) Given the product [I:12][C:13]1[CH:14]=[C:15]([NH:16][C:2]2[CH:7]=[CH:6][CH:5]=[CH:4][C:3]=2[CH2:8][C:9]([OH:11])=[O:10])[CH:17]=[CH:18][CH:19]=1, predict the reactants needed to synthesize it. The reactants are: Br[C:2]1[CH:7]=[CH:6][CH:5]=[CH:4][C:3]=1[CH2:8][C:9]([OH:11])=[O:10].[I:12][C:13]1[CH:14]=[C:15]([CH:17]=[CH:18][CH:19]=1)[NH2:16]. (10) Given the product [C:1]([Si:5]([O:6][CH:7]([CH2:8][CH2:9][C:10]1[CH:15]=[CH:14][C:13]([C:16]([CH2:17][CH3:18])([C:21]2[CH:34]=[CH:33][C:24]([O:25][CH2:26][C@@H:27]3[CH2:28][CH2:29][CH2:30][O:31]3)=[C:23]([CH3:35])[CH:22]=2)[CH2:19][CH3:20])=[CH:12][C:11]=1[CH3:36])[C:37]([CH3:38])([CH3:39])[CH3:40])([CH3:41])[CH3:42])([CH3:2])([CH3:3])[CH3:4], predict the reactants needed to synthesize it. The reactants are: [C:1]([Si:5]([CH3:42])([CH3:41])[O:6][CH:7]([C:37]([CH3:40])([CH3:39])[CH3:38])[CH2:8][CH2:9][C:10]1[CH:15]=[CH:14][C:13]([C:16]([C:21]2[CH:34]=[CH:33][C:24]([O:25][CH2:26][C@@H:27](O)[CH2:28][CH2:29][CH2:30][OH:31])=[C:23]([CH3:35])[CH:22]=2)([CH2:19][CH3:20])[CH2:17][CH3:18])=[CH:12][C:11]=1[CH3:36])([CH3:4])([CH3:3])[CH3:2].C1C=CC(P(C2C=CC=CC=2)C2C=CC=CC=2)=CC=1.CCOC(/N=N/C(OCC)=O)=O.CCOCC.